Dataset: Full USPTO retrosynthesis dataset with 1.9M reactions from patents (1976-2016). Task: Predict the reactants needed to synthesize the given product. (1) Given the product [Cl:1][C:2]1[CH:7]=[CH:6][N:5]=[C:4]2[NH:8][C:9]([CH:11]3[CH2:16][CH2:15][N:14]([CH3:17])[CH2:13][CH2:12]3)=[CH:10][C:3]=12, predict the reactants needed to synthesize it. The reactants are: [Cl:1][C:2]1[CH:7]=[CH:6][N:5]=[C:4]2[NH:8][C:9]([CH:11]3[CH2:16][CH2:15][N:14]([C:17](OC(C)(C)C)=O)[CH2:13][CH2:12]3)=[CH:10][C:3]=12.FC(F)(F)C(O)=O.C=O.C([BH3-])#N.[Na+]. (2) Given the product [CH2:1]([O:8][C:9]1[CH:14]=[CH:13][C:12]([C:15]2[CH:20]=[CH:19][C:18]([CH3:21])=[C:17]([CH2:22][OH:23])[CH:16]=2)=[CH:11][CH:10]=1)[C:2]1[CH:7]=[CH:6][CH:5]=[CH:4][CH:3]=1, predict the reactants needed to synthesize it. The reactants are: [CH2:1]([O:8][C:9]1[CH:14]=[CH:13][C:12]([C:15]2[CH:20]=[CH:19][C:18]([CH3:21])=[C:17]([CH:22]=[O:23])[CH:16]=2)=[CH:11][CH:10]=1)[C:2]1[CH:7]=[CH:6][CH:5]=[CH:4][CH:3]=1.[BH4-].[Na+].CCOC(C)=O. (3) The reactants are: Br[C:2]1[S:27][C:5]2[N:6]=[CH:7][N:8]=[C:9]([NH:10][C:11]3[CH:16]=[CH:15][C:14]([O:17][CH2:18][C:19]4[CH:24]=[CH:23][CH:22]=[C:21]([F:25])[CH:20]=4)=[C:13]([Cl:26])[CH:12]=3)[C:4]=2[CH:3]=1.C(N(CC)CC)C.[CH3:35][Si:36]([C:39]#[CH:40])([CH3:38])[CH3:37]. Given the product [Cl:26][C:13]1[CH:12]=[C:11]([NH:10][CH:9]2[N:8]=[CH:7][N:6]=[C:5]3[S:27][C:2]([C:40]#[C:39][Si:36]([CH3:38])([CH3:37])[CH3:35])=[CH:3][CH:4]23)[CH:16]=[CH:15][C:14]=1[O:17][CH2:18][C:19]1[CH:24]=[CH:23][CH:22]=[C:21]([F:25])[CH:20]=1, predict the reactants needed to synthesize it.